This data is from Catalyst prediction with 721,799 reactions and 888 catalyst types from USPTO. The task is: Predict which catalyst facilitates the given reaction. (1) Reactant: CC1C=CC(S(O[CH2:12][CH2:13][O:14][CH2:15][C:16]2[CH:21]=[CH:20][C:19]([CH2:22][NH:23][C:24]([C:26]3[C:27]([CH3:36])=[N:28][C:29]4[C:34]([CH:35]=3)=[CH:33][CH:32]=[CH:31][N:30]=4)=[O:25])=[CH:18][C:17]=2[F:37])(=O)=O)=CC=1.C1N2CCOCCOCCN(CCOCCOCC2)CCOCCOC1.[F-:64].[K+]. Product: [F:37][C:17]1[CH:18]=[C:19]([CH2:22][NH:23][C:24]([C:26]2[C:27]([CH3:36])=[N:28][C:29]3[C:34]([CH:35]=2)=[CH:33][CH:32]=[CH:31][N:30]=3)=[O:25])[CH:20]=[CH:21][C:16]=1[CH2:15][O:14][CH2:13][CH2:12][F:64]. The catalyst class is: 144. (2) Reactant: C([O:8][C:9]1[CH:14]=[CH:13][C:12]([C:15]2[CH:23]=[C:22]3[C:18]([C:19]([C:36]4[CH:45]=[CH:44][C:43]5[C:38](=[CH:39][CH:40]=[CH:41][CH:42]=5)[CH:37]=4)=[N:20][N:21]3S(C3C(C)=CC(C)=CC=3C)(=O)=O)=[CH:17][CH:16]=2)=[CH:11][C:10]=1[O:46][CH3:47])C1C=CC=CC=1.C(OC1C=CC(C2C=C3C(C(C4C=CC5C(=CC=CC=5)C=4)=NN3)=CC=2)=CC=1OC)C1C=CC=CC=1. Product: [CH:37]1[C:38]2[C:43](=[CH:42][CH:41]=[CH:40][CH:39]=2)[CH:44]=[CH:45][C:36]=1[C:19]1[C:18]2[C:22](=[CH:23][C:15]([C:12]3[CH:13]=[CH:14][C:9]([OH:8])=[C:10]([O:46][CH3:47])[CH:11]=3)=[CH:16][CH:17]=2)[NH:21][N:20]=1. The catalyst class is: 175. (3) Reactant: [Br:1][C:2]1[CH:3]=[C:4]2[C:8](=[CH:9][CH:10]=1)[NH:7][N:6]=[CH:5]2.[O:11]1[CH:16]=[CH:15][CH2:14][CH2:13][CH2:12]1.CC1C=CC(S([O-])(=O)=O)=CC=1.C1C=C[NH+]=CC=1. The catalyst class is: 4. Product: [Br:1][C:2]1[CH:3]=[C:4]2[C:8](=[CH:9][CH:10]=1)[N:7]([CH:12]1[CH2:13][CH2:14][CH2:15][CH2:16][O:11]1)[N:6]=[CH:5]2.